Dataset: Reaction yield outcomes from USPTO patents with 853,638 reactions. Task: Predict the reaction yield, written as a fraction of the theoretical maximum amount of product (1.0 means a 100% yield; for example, 0.34 means a 34% yield). The reactants are CS[C:3]1[NH:4][CH:5]=[C:6]([CH2:10][C:11]2[CH:12]=[N:13][CH:14]=[N:15][CH:16]=2)[C:7](=[O:9])[N:8]=1.[Cl:17][C:18]1[CH:33]=[CH:32][C:21]([O:22][C:23]2[CH:28]=[CH:27][C:26]([CH2:29][CH2:30][NH2:31])=[CH:25][CH:24]=2)=[CH:20][CH:19]=1. The catalyst is C(O)C. The product is [Cl:17][C:18]1[CH:33]=[CH:32][C:21]([O:22][C:23]2[CH:28]=[CH:27][C:26]([CH2:29][CH2:30][NH:31][C:3]3[NH:4][CH:5]=[C:6]([CH2:10][C:11]4[CH:12]=[N:13][CH:14]=[N:15][CH:16]=4)[C:7](=[O:9])[N:8]=3)=[CH:25][CH:24]=2)=[CH:20][CH:19]=1. The yield is 0.602.